Dataset: Forward reaction prediction with 1.9M reactions from USPTO patents (1976-2016). Task: Predict the product of the given reaction. (1) Given the reactants [Si]([O:8][CH2:9][CH2:10][O:11][C:12]1[CH:13]=[CH:14][C:15]([C:28]2[NH:37][C:36](=[O:38])[C:35]3[C:30](=[CH:31][CH:32]=[CH:33][C:34]=3[O:39][CH3:40])[N:29]=2)=[N:16][C:17]=1[C:18]1[CH:23]=[CH:22][C:21]([S:24]([CH3:27])(=[O:26])=[O:25])=[CH:20][CH:19]=1)(C(C)(C)C)(C)C.[F-].C([N+](CCCC)(CCCC)CCCC)CCC, predict the reaction product. The product is: [OH:8][CH2:9][CH2:10][O:11][C:12]1[CH:13]=[CH:14][C:15]([C:28]2[NH:37][C:36](=[O:38])[C:35]3[C:30](=[CH:31][CH:32]=[CH:33][C:34]=3[O:39][CH3:40])[N:29]=2)=[N:16][C:17]=1[C:18]1[CH:19]=[CH:20][C:21]([S:24]([CH3:27])(=[O:26])=[O:25])=[CH:22][CH:23]=1. (2) Given the reactants [C:1]([C:5]1[N:9]([CH2:10][CH:11]2[CH2:16][CH2:15][C:14]([F:18])([F:17])[CH2:13][CH2:12]2)[C:8]2[CH:19]=[CH:20][C:21]([S:23](Cl)(=[O:25])=[O:24])=[CH:22][C:7]=2[N:6]=1)([CH3:4])([CH3:3])[CH3:2].[NH:27]1[CH:31]=[CH:30][CH:29]=[N:28]1, predict the reaction product. The product is: [C:1]([C:5]1[N:9]([CH2:10][CH:11]2[CH2:16][CH2:15][C:14]([F:18])([F:17])[CH2:13][CH2:12]2)[C:8]2[CH:19]=[CH:20][C:21]([S:23]([N:27]3[CH:31]=[CH:30][CH:29]=[N:28]3)(=[O:25])=[O:24])=[CH:22][C:7]=2[N:6]=1)([CH3:4])([CH3:3])[CH3:2]. (3) Given the reactants [N+:1]([C:4]1[CH:5]=[C:6]([CH2:10][CH2:11][C:12]([O:14]CC)=[O:13])[CH:7]=[CH:8][CH:9]=1)([O-:3])=[O:2].[OH-].[Na+].Cl, predict the reaction product. The product is: [N+:1]([C:4]1[CH:5]=[C:6]([CH2:10][CH2:11][C:12]([OH:14])=[O:13])[CH:7]=[CH:8][CH:9]=1)([O-:3])=[O:2]. (4) Given the reactants [C:1]([C:3]1[N:7]2[N:8]=[C:9]([C:12]3[CH:17]=[CH:16][C:15]([C:18]([N:20]4[CH2:25][CH2:24][O:23][CH2:22][CH2:21]4)=[O:19])=[CH:14][CH:13]=3)[CH:10]=[CH:11][C:6]2=[N:5][CH:4]=1)#[CH:2].Br[C:27]1[CH:32]=[CH:31][N:30]=[C:29]([NH:33][C:34](=[O:41])[C:35]2[CH:40]=[CH:39][CH:38]=[CH:37][CH:36]=2)[CH:28]=1, predict the reaction product. The product is: [N:20]1([C:18]([C:15]2[CH:14]=[CH:13][C:12]([C:9]3[CH:10]=[CH:11][C:6]4[N:7]([C:3]([C:1]#[C:2][C:27]5[CH:32]=[CH:31][N:30]=[C:29]([NH:33][C:34](=[O:41])[C:35]6[CH:36]=[CH:37][CH:38]=[CH:39][CH:40]=6)[CH:28]=5)=[CH:4][N:5]=4)[N:8]=3)=[CH:17][CH:16]=2)=[O:19])[CH2:21][CH2:22][O:23][CH2:24][CH2:25]1.